This data is from NCI-60 drug combinations with 297,098 pairs across 59 cell lines. The task is: Regression. Given two drug SMILES strings and cell line genomic features, predict the synergy score measuring deviation from expected non-interaction effect. (1) Drug 2: CC(C)NC(=O)C1=CC=C(C=C1)CNNC.Cl. Cell line: OVCAR3. Drug 1: C1=CN(C=N1)CC(O)(P(=O)(O)O)P(=O)(O)O. Synergy scores: CSS=1.42, Synergy_ZIP=-4.56, Synergy_Bliss=-9.96, Synergy_Loewe=-5.77, Synergy_HSA=-6.68. (2) Drug 1: C(=O)(N)NO. Drug 2: CCC1(CC2CC(C3=C(CCN(C2)C1)C4=CC=CC=C4N3)(C5=C(C=C6C(=C5)C78CCN9C7C(C=CC9)(C(C(C8N6C)(C(=O)OC)O)OC(=O)C)CC)OC)C(=O)OC)O.OS(=O)(=O)O. Cell line: MDA-MB-231. Synergy scores: CSS=5.02, Synergy_ZIP=-0.956, Synergy_Bliss=2.86, Synergy_Loewe=2.24, Synergy_HSA=2.29. (3) Drug 1: C1=CC(=CC=C1C#N)C(C2=CC=C(C=C2)C#N)N3C=NC=N3. Drug 2: COC1=C2C(=CC3=C1OC=C3)C=CC(=O)O2. Cell line: U251. Synergy scores: CSS=-0.484, Synergy_ZIP=4.54, Synergy_Bliss=6.62, Synergy_Loewe=2.97, Synergy_HSA=0.844. (4) Drug 1: CC12CCC3C(C1CCC2NC(=O)OCC(F)(F)F)CCC4C3(C=CC(=O)N4C)C. Drug 2: CC1CC(C(C(C=C(C(C(C=CC=C(C(=O)NC2=CC(=O)C(=C(C1)C2=O)OC)C)OC)OC(=O)N)C)C)O)OC. Cell line: HCT116. Synergy scores: CSS=40.2, Synergy_ZIP=2.15, Synergy_Bliss=2.46, Synergy_Loewe=-4.28, Synergy_HSA=3.51. (5) Drug 1: C1CC(=O)NC(=O)C1N2CC3=C(C2=O)C=CC=C3N. Drug 2: CC12CCC3C(C1CCC2=O)CC(=C)C4=CC(=O)C=CC34C. Cell line: COLO 205. Synergy scores: CSS=47.3, Synergy_ZIP=2.12, Synergy_Bliss=2.44, Synergy_Loewe=3.24, Synergy_HSA=2.63. (6) Drug 1: C1C(C(OC1N2C=NC3=C(N=C(N=C32)Cl)N)CO)O. Drug 2: CC1=C(C(=CC=C1)Cl)NC(=O)C2=CN=C(S2)NC3=CC(=NC(=N3)C)N4CCN(CC4)CCO. Cell line: TK-10. Synergy scores: CSS=14.2, Synergy_ZIP=-5.84, Synergy_Bliss=2.73, Synergy_Loewe=-4.02, Synergy_HSA=0.288. (7) Drug 1: C1=NC(=NC(=O)N1C2C(C(C(O2)CO)O)O)N. Drug 2: C1CN(P(=O)(OC1)NCCCl)CCCl. Cell line: UO-31. Synergy scores: CSS=24.9, Synergy_ZIP=-3.67, Synergy_Bliss=3.97, Synergy_Loewe=-64.2, Synergy_HSA=3.94. (8) Drug 1: CC1C(C(CC(O1)OC2CC(CC3=C2C(=C4C(=C3O)C(=O)C5=C(C4=O)C(=CC=C5)OC)O)(C(=O)C)O)N)O.Cl. Drug 2: CN(CCCl)CCCl.Cl. Cell line: NCI/ADR-RES. Synergy scores: CSS=0.927, Synergy_ZIP=-1.06, Synergy_Bliss=-2.61, Synergy_Loewe=-5.88, Synergy_HSA=-5.19. (9) Drug 1: C1=NC(=NC(=O)N1C2C(C(C(O2)CO)O)O)N. Drug 2: C#CCC(CC1=CN=C2C(=N1)C(=NC(=N2)N)N)C3=CC=C(C=C3)C(=O)NC(CCC(=O)O)C(=O)O. Cell line: COLO 205. Synergy scores: CSS=55.3, Synergy_ZIP=5.57, Synergy_Bliss=1.35, Synergy_Loewe=-24.1, Synergy_HSA=0.673.